The task is: Predict the reactants needed to synthesize the given product.. This data is from Full USPTO retrosynthesis dataset with 1.9M reactions from patents (1976-2016). (1) Given the product [Cl:27][CH2:28][C:29]([N:24]1[CH2:25][CH2:26][CH:21]([C@@H:17]([NH:16][S:14]([C:12]2[S:13][C:9]([C:6]3[CH:5]=[CH:4][C:3]([O:2][CH3:1])=[CH:8][CH:7]=3)=[CH:10][CH:11]=2)(=[O:35])=[O:15])[C:18]([OH:20])=[O:19])[CH2:22][CH2:23]1)=[O:30], predict the reactants needed to synthesize it. The reactants are: [CH3:1][O:2][C:3]1[CH:8]=[CH:7][C:6]([C:9]2[S:13][C:12]([S:14]([NH:16][C@H:17]([CH:21]3[CH2:26][CH2:25][NH:24][CH2:23][CH2:22]3)[C:18]([OH:20])=[O:19])=[O:15])=[CH:11][CH:10]=2)=[CH:5][CH:4]=1.[Cl:27][CH2:28][C:29](Cl)=[O:30].C1C[O:35]CC1. (2) Given the product [C:2]([NH:3]/[CH:4]=[CH:5]\[NH:1][C:12](=[O:14])[CH3:13])(=[O:11])[CH3:6], predict the reactants needed to synthesize it. The reactants are: [NH:1]1[CH:5]=[CH:4][N:3]=[CH:2]1.[C:6](=O)(O)[O-].[Na+].[OH2:11].[C:12](OC(=O)C)(=[O:14])[CH3:13]. (3) Given the product [CH3:2][O:3][C:4](=[O:16])[CH2:5][CH:6]1[CH2:15][CH2:14][C:9](=[O:10])[CH2:8][CH2:7]1, predict the reactants needed to synthesize it. The reactants are: Cl.[CH3:2][O:3][C:4](=[O:16])[CH2:5][CH:6]1[CH2:15][CH2:14][C:9]2(OCC[O:10]2)[CH2:8][CH2:7]1. (4) Given the product [C:1]([C:3]1[C:8]([CH2:9][CH:10]([CH3:12])[CH3:11])=[N:7][C:6]([CH3:13])=[C:5]([C:4]=1[C:18]1[CH:19]=[CH:20][C:21]([CH3:24])=[CH:22][CH:23]=1)[C:14]([O:16][CH3:17])=[O:15])#[N:2], predict the reactants needed to synthesize it. The reactants are: [C:1]([C:3]1[CH:4]([C:18]2[CH:23]=[CH:22][C:21]([CH3:24])=[CH:20][CH:19]=2)[C:5]([C:14]([O:16][CH3:17])=[O:15])=[C:6]([CH3:13])[NH:7][C:8]=1[CH2:9][CH:10]([CH3:12])[CH3:11])#[N:2].[N+]([O-])(O)=O.C(OCC)(=O)C.[OH-].[Na+]. (5) Given the product [CH3:27][O:26][C:20]1[CH:19]=[C:18]2[C:23]([CH:24]=[CH:25][C:16]([C:10]3[C:9]4[C:13](=[CH:14][CH:15]=[C:7]([C:5]5[N:6]=[C:35]([CH2:34][N:28]6[CH2:33][CH2:32][O:31][CH2:30][CH2:29]6)[NH:37][N:38]=5)[CH:8]=4)[NH:12][N:11]=3)=[CH:17]2)=[CH:22][CH:21]=1, predict the reactants needed to synthesize it. The reactants are: Cl.C(O[C:5]([C:7]1[CH:8]=[C:9]2[C:13](=[CH:14][CH:15]=1)[NH:12][N:11]=[C:10]2[C:16]1[CH:25]=[CH:24][C:23]2[C:18](=[CH:19][C:20]([O:26][CH3:27])=[CH:21][CH:22]=2)[CH:17]=1)=[NH:6])C.[N:28]1([CH2:34][C:35]([NH:37][NH2:38])=O)[CH2:33][CH2:32][O:31][CH2:30][CH2:29]1.C(N(CC)CC)C. (6) The reactants are: [H-].[Na+].C(S)C.[Br:6][C:7]1[C:12]2[CH:13]=[C:14]([CH2:16][O:17][CH3:18])[O:15][C:11]=2[C:10]([O:19]C)=[CH:9][CH:8]=1. Given the product [Br:6][C:7]1[C:12]2[CH:13]=[C:14]([CH2:16][O:17][CH3:18])[O:15][C:11]=2[C:10]([OH:19])=[CH:9][CH:8]=1, predict the reactants needed to synthesize it. (7) Given the product [F:12][C:13]([F:22])([F:23])[C:14]1[CH:21]=[CH:20][C:17]([CH2:18][NH:19][CH2:10][C:3]2[CH:4]=[C:5]([O:8][CH3:9])[CH:6]=[CH:7][C:2]=2[Br:1])=[CH:16][CH:15]=1, predict the reactants needed to synthesize it. The reactants are: [Br:1][C:2]1[CH:7]=[CH:6][C:5]([O:8][CH3:9])=[CH:4][C:3]=1[CH2:10]Br.[F:12][C:13]([F:23])([F:22])[C:14]1[CH:21]=[CH:20][C:17]([CH2:18][NH2:19])=[CH:16][CH:15]=1.C(N(CC)CC)C. (8) Given the product [C:6]([C:5]1[CH:9]=[CH:10][C:2]([N:1]2[C:14](=[O:15])[CH:13]=[CH:12][C:11]2=[O:16])=[CH:3][CH:4]=1)([OH:8])=[O:7], predict the reactants needed to synthesize it. The reactants are: [NH2:1][C:2]1[CH:10]=[CH:9][C:5]([C:6]([OH:8])=[O:7])=[CH:4][CH:3]=1.[C:11]1(=O)[O:16][C:14](=[O:15])[CH:13]=[CH:12]1. (9) Given the product [CH2:26]([N:10]1[C:9]2[N:8]=[C:7]([CH2:6][C:5]3[CH:4]=[CH:3][C:2]([NH:1][S:41]([C:37]4[C:34]5=[N:35][S:36][N:32]=[C:33]5[CH:40]=[CH:39][CH:38]=4)(=[O:43])=[O:42])=[CH:31][CH:30]=3)[NH:15][C:14]=2[C:13](=[O:16])[N:12]([CH2:17][C:18]2[CH:23]=[CH:22][CH:21]=[CH:20][C:19]=2[F:24])[C:11]1=[O:25])[CH2:27][CH2:28][CH3:29], predict the reactants needed to synthesize it. The reactants are: [NH2:1][C:2]1[CH:31]=[CH:30][C:5]([CH2:6][C:7]2[NH:15][C:14]3[C:13](=[O:16])[N:12]([CH2:17][C:18]4[CH:23]=[CH:22][CH:21]=[CH:20][C:19]=4[F:24])[C:11](=[O:25])[N:10]([CH2:26][CH2:27][CH2:28][CH3:29])[C:9]=3[N:8]=2)=[CH:4][CH:3]=1.[N:32]1[S:36][N:35]=[C:34]2[C:37]([S:41](Cl)(=[O:43])=[O:42])=[CH:38][CH:39]=[CH:40][C:33]=12. (10) Given the product [F:24][C:25]1[CH:35]=[CH:34][CH:33]=[C:32]([F:36])[C:26]=1[CH:27]=[CH:28][C:29]([NH:10][C@H:9]([C:11]([O:13][CH3:14])=[O:12])[CH2:8][C:7]1[CH:6]=[CH:5][C:4]([O:3][CH3:2])=[CH:16][CH:15]=1)=[O:30], predict the reactants needed to synthesize it. The reactants are: Cl.[CH3:2][O:3][C:4]1[CH:16]=[CH:15][C:7]([CH2:8][C@@H:9]([C:11]([O:13][CH3:14])=[O:12])[NH2:10])=[CH:6][CH:5]=1.C(N(CC)CC)C.[F:24][C:25]1[CH:35]=[CH:34][CH:33]=[C:32]([F:36])[C:26]=1[CH:27]=[CH:28][C:29](O)=[O:30].CCN=C=NCCCN(C)C.Cl.